Dataset: Forward reaction prediction with 1.9M reactions from USPTO patents (1976-2016). Task: Predict the product of the given reaction. (1) Given the reactants [C:1]([O:5][C:6]([N:8]1[CH2:13][CH:12]2[CH2:14][CH:9]1[CH2:10][N:11]2[C:15]1[N:20]2[CH:21]=[CH:22][N:23]=[C:19]2[CH:18]=[C:17]([C:24]2[CH:29]=[CH:28][N:27]=[C:26](Cl)[CH:25]=2)[N:16]=1)=[O:7])([CH3:4])([CH3:3])[CH3:2].[C:31]1([CH2:41][NH2:42])[C:40]2[C:35](=[CH:36][CH:37]=[CH:38][CH:39]=2)[CH:34]=[CH:33][CH:32]=1.C1C=CC(P(C2C(C3C(P(C4C=CC=CC=4)C4C=CC=CC=4)=CC=C4C=3C=CC=C4)=C3C(C=CC=C3)=CC=2)C2C=CC=CC=2)=CC=1.CC([O-])(C)C.[Na+], predict the reaction product. The product is: [C:1]([O:5][C:6]([N:8]1[CH2:13][CH:12]2[CH2:14][CH:9]1[CH2:10][N:11]2[C:15]1[N:20]2[CH:21]=[CH:22][N:23]=[C:19]2[CH:18]=[C:17]([C:24]2[CH:29]=[CH:28][N:27]=[C:26]([NH:42][CH2:41][C:31]3[C:40]4[C:35](=[CH:36][CH:37]=[CH:38][CH:39]=4)[CH:34]=[CH:33][CH:32]=3)[CH:25]=2)[N:16]=1)=[O:7])([CH3:4])([CH3:3])[CH3:2]. (2) Given the reactants [CH3:1][O:2][CH2:3][CH2:4][C:5]1([CH2:18][O:19][CH3:20])[CH2:10][CH2:9][N:8](C(OC(C)(C)C)=O)[CH2:7][CH2:6]1.[ClH:21], predict the reaction product. The product is: [ClH:21].[CH3:1][O:2][CH2:3][CH2:4][C:5]1([CH2:18][O:19][CH3:20])[CH2:6][CH2:7][NH:8][CH2:9][CH2:10]1. (3) Given the reactants [C:1]1([CH3:11])[CH:6]=[CH:5][CH:4]=[CH:3][C:2]=1[CH2:7][C:8]([OH:10])=[O:9].S(=O)(=O)(O)O.[N+:17]([O-])([OH:19])=[O:18], predict the reaction product. The product is: [CH3:11][C:1]1[CH:6]=[CH:5][C:4]([N+:17]([O-:19])=[O:18])=[CH:3][C:2]=1[CH2:7][C:8]([OH:10])=[O:9]. (4) Given the reactants [CH2:1]([C:9]1[CH:14]=[CH:13][C:12]([NH:15][C:16](=[O:25])[NH:17][CH2:18][CH2:19][C:20]([O:22]CC)=[O:21])=[CH:11][CH:10]=1)[CH2:2][CH2:3][CH2:4][CH2:5][CH2:6][CH2:7][CH3:8].O1CCOCC1, predict the reaction product. The product is: [CH2:1]([C:9]1[CH:10]=[CH:11][C:12]([NH:15][C:16](=[O:25])[NH:17][CH2:18][CH2:19][C:20]([OH:22])=[O:21])=[CH:13][CH:14]=1)[CH2:2][CH2:3][CH2:4][CH2:5][CH2:6][CH2:7][CH3:8]. (5) Given the reactants [F:1][CH:2]([F:14])[O:3][C:4]1[CH:5]=[C:6]2[C:10](=[CH:11][CH:12]=1)[NH:9][N:8]=[C:7]2I.[H-].[Na+].C([Mg]Cl)(C)C.[CH2:22]([Sn:26]([CH2:32][CH2:33][CH2:34][CH3:35])([CH2:28][CH2:29][CH2:30][CH3:31])Cl)[CH2:23][CH2:24][CH3:25], predict the reaction product. The product is: [F:1][CH:2]([F:14])[O:3][C:4]1[CH:5]=[C:6]2[C:10](=[CH:11][CH:12]=1)[NH:9][N:8]=[C:7]2[Sn:26]([CH2:28][CH2:29][CH2:30][CH3:31])([CH2:32][CH2:33][CH2:34][CH3:35])[CH2:22][CH2:23][CH2:24][CH3:25]. (6) Given the reactants [N+:1]([C:4]1[CH:9]=[C:8]([C:10]([F:13])([F:12])[F:11])[CH:7]=[CH:6][C:5]=1[N:14]1[CH:18]=[C:17]([CH2:19][OH:20])[N:16]=[CH:15]1)([O-])=O, predict the reaction product. The product is: [NH2:1][C:4]1[CH:9]=[C:8]([C:10]([F:11])([F:12])[F:13])[CH:7]=[CH:6][C:5]=1[N:14]1[CH:18]=[C:17]([CH2:19][OH:20])[N:16]=[CH:15]1. (7) Given the reactants Cl.[Cl:2][C:3]1[CH:8]=[CH:7][C:6]([C:9]2[S:13][C:12]([S:14]([N:17]3[CH2:22][CH2:21][N:20]([CH2:23][CH:24]4[CH2:29][CH2:28][NH:27][CH2:26][CH2:25]4)[C:19](=[O:30])[CH2:18]3)(=[O:16])=[O:15])=[CH:11][CH:10]=2)=[CH:5][CH:4]=1.Cl.Cl[C:33]1[CH:38]=[CH:37][CH:36]=[CH:35][N:34]=1.C(=O)(O)[O-].[Na+], predict the reaction product. The product is: [Cl:2][C:3]1[CH:8]=[CH:7][C:6]([C:9]2[S:13][C:12]([S:14]([N:17]3[CH2:22][CH2:21][N:20]([CH2:23][CH:24]4[CH2:29][CH2:28][N:27]([C:37]5[CH:36]=[CH:35][N:34]=[CH:33][CH:38]=5)[CH2:26][CH2:25]4)[C:19](=[O:30])[CH2:18]3)(=[O:16])=[O:15])=[CH:11][CH:10]=2)=[CH:5][CH:4]=1.